This data is from Full USPTO retrosynthesis dataset with 1.9M reactions from patents (1976-2016). The task is: Predict the reactants needed to synthesize the given product. The reactants are: [F:1][C:2]([F:18])([F:17])[C:3]1[CH:8]=[CH:7][C:6]([C:9]2[N:14]=[CH:13][N:12]=[C:11]([C:15]#[N:16])[CH:10]=2)=[CH:5][CH:4]=1. Given the product [F:18][C:2]([F:1])([F:17])[C:3]1[CH:4]=[CH:5][C:6]([C:9]2[N:14]=[CH:13][N:12]=[C:11]([CH2:15][NH2:16])[CH:10]=2)=[CH:7][CH:8]=1, predict the reactants needed to synthesize it.